From a dataset of Catalyst prediction with 721,799 reactions and 888 catalyst types from USPTO. Predict which catalyst facilitates the given reaction. Reactant: [O:1]=[C:2]1[NH:7][C:6]2[CH:8]=[CH:9][CH:10]=[CH:11][C:5]=2[S:4][CH:3]1[CH2:12][C:13]([NH:15][NH2:16])=[O:14].[CH3:17][O:18][C:19]1[CH:20]=[C:21]([CH:24]=[C:25]([O:29][CH3:30])[C:26]=1[O:27][CH3:28])[CH:22]=O.ClCCCl.C(O)C. Product: [O:1]=[C:2]1[CH:3]([CH2:12][C:13]([NH:15]/[N:16]=[CH:22]/[C:21]2[CH:24]=[C:25]([O:29][CH3:30])[C:26]([O:27][CH3:28])=[C:19]([O:18][CH3:17])[CH:20]=2)=[O:14])[S:4][C:5]2[CH:11]=[CH:10][CH:9]=[CH:8][C:6]=2[NH:7]1. The catalyst class is: 212.